Predict the reactants needed to synthesize the given product. From a dataset of Full USPTO retrosynthesis dataset with 1.9M reactions from patents (1976-2016). (1) Given the product [CH2:19]([O:20][C:21](=[O:23])[CH2:22][NH:5][C:4]1[CH:6]=[CH:7][CH:8]=[C:2]([Cl:1])[CH:3]=1)[CH3:18], predict the reactants needed to synthesize it. The reactants are: [Cl:1][C:2]1[CH:3]=[C:4]([CH:6]=[CH:7][CH:8]=1)[NH2:5].C(O)C.C([O-])(=O)C.[Na+].Br[CH2:18][CH2:19][O:20][C:21](=[O:23])[CH3:22]. (2) Given the product [F:17][C:15]1[CH:16]=[C:11]([C:10]([NH:9][C@H:6]2[CH2:7][CH2:8][C@H:3]([NH:2][C:41]([C:36]3[CH:37]=[CH:38][CH:39]=[CH:40][N:35]=3)=[O:42])[CH2:4][CH2:5]2)=[O:27])[C:12]([O:18][C:19]2[CH:24]=[CH:23][CH:22]=[C:21]([S:25][CH3:26])[CH:20]=2)=[N:13][CH:14]=1, predict the reactants needed to synthesize it. The reactants are: Cl.[NH2:2][C@H:3]1[CH2:8][CH2:7][C@H:6]([NH:9][C:10](=[O:27])[C:11]2[CH:16]=[C:15]([F:17])[CH:14]=[N:13][C:12]=2[O:18][C:19]2[CH:24]=[CH:23][CH:22]=[C:21]([S:25][CH3:26])[CH:20]=2)[CH2:5][CH2:4]1.C(N(CC)CC)C.[N:35]1[CH:40]=[CH:39][CH:38]=[CH:37][C:36]=1[C:41](O)=[O:42].Cl.CN(C)CCCN=C=NCC.ON1C2C=CC=CC=2N=N1. (3) Given the product [OH:37][C:34]1[CH:35]=[CH:36][C:31]([C:28]2[CH:29]=[CH:30][C:25]([S:22]([N:20]([CH3:21])[CH:19]3[C:13]4[CH:12]=[CH:11][CH:10]=[C:9]([O:8][CH2:7][C:6]([OH:38])=[O:5])[C:14]=4[CH2:15][CH2:16][CH2:17][CH2:18]3)(=[O:23])=[O:24])=[CH:26][CH:27]=2)=[CH:32][CH:33]=1, predict the reactants needed to synthesize it. The reactants are: C([O:5][C:6](=[O:38])[CH2:7][O:8][C:9]1[C:14]2[CH2:15][CH2:16][CH2:17][CH2:18][CH:19]([N:20]([S:22]([C:25]3[CH:30]=[CH:29][C:28]([C:31]4[CH:36]=[CH:35][C:34]([OH:37])=[CH:33][CH:32]=4)=[CH:27][CH:26]=3)(=[O:24])=[O:23])[CH3:21])[C:13]=2[CH:12]=[CH:11][CH:10]=1)(C)(C)C.[OH-].[Na+]. (4) The reactants are: ClCCl.C[O:5][C:6]1[C:15]2[C:10](=[C:11]([CH2:16][CH3:17])[CH:12]=[CH:13][CH:14]=2)[CH:9]=[CH:8][CH:7]=1.B(Br)(Br)Br. Given the product [CH2:16]([C:11]1[CH:12]=[CH:13][CH:14]=[C:15]2[C:10]=1[CH:9]=[CH:8][CH:7]=[C:6]2[OH:5])[CH3:17], predict the reactants needed to synthesize it. (5) Given the product [Cl:16][C:7]1[CH:6]=[CH:5][C:4]2[N:3]=[C:2]([N:21]3[CH2:22][CH2:23][N:18]([CH3:17])[CH2:19][CH2:20]3)[C:11]3=[N:12][N:13]([CH3:15])[CH:14]=[C:10]3[C:9]=2[CH:8]=1, predict the reactants needed to synthesize it. The reactants are: Cl[C:2]1[C:11]2=[N:12][N:13]([CH3:15])[CH:14]=[C:10]2[C:9]2[CH:8]=[C:7]([Cl:16])[CH:6]=[CH:5][C:4]=2[N:3]=1.[CH3:17][N:18]1[CH2:23][CH2:22][NH:21][CH2:20][CH2:19]1.CCN(CC)CC. (6) Given the product [C:24]([O:23][C:21]([N:6]1[CH:5]([C:3]([OH:4])=[O:2])[CH2:20][C@@:8]2([O:12][N:11]=[C:10]([C:13]3[CH:18]=[CH:17][CH:16]=[C:15]([Cl:19])[CH:14]=3)[CH2:9]2)[CH2:7]1)=[O:22])([CH3:27])([CH3:25])[CH3:26], predict the reactants needed to synthesize it. The reactants are: C[O:2][C:3]([CH:5]1[CH2:20][C@@:8]2([O:12][N:11]=[C:10]([C:13]3[CH:18]=[CH:17][CH:16]=[C:15]([Cl:19])[CH:14]=3)[CH2:9]2)[CH2:7][N:6]1[C:21]([O:23][C:24]([CH3:27])([CH3:26])[CH3:25])=[O:22])=[O:4].[Li+].[OH-].Cl.